This data is from Full USPTO retrosynthesis dataset with 1.9M reactions from patents (1976-2016). The task is: Predict the reactants needed to synthesize the given product. (1) Given the product [Cl:1][C:2]1[CH:7]=[CH:6][CH:5]=[C:4]([F:8])[C:3]=1[C:9]1[NH:13][C:12](=[O:14])[N:11]([C:15]2[CH:16]=[CH:17][C:18]([C:19]([NH:28][C:27]3[CH:29]=[C:30]([C:33]([F:34])([F:35])[F:36])[CH:31]=[CH:32][C:26]=3[F:25])=[O:21])=[CH:23][CH:24]=2)[N:10]=1, predict the reactants needed to synthesize it. The reactants are: [Cl:1][C:2]1[CH:7]=[CH:6][CH:5]=[C:4]([F:8])[C:3]=1[C:9]1[NH:13][C:12](=[O:14])[N:11]([C:15]2[CH:24]=[CH:23][C:18]([C:19]([O:21]C)=O)=[CH:17][CH:16]=2)[N:10]=1.[F:25][C:26]1[CH:32]=[CH:31][C:30]([C:33]([F:36])([F:35])[F:34])=[CH:29][C:27]=1[NH2:28].C[Al](C)C. (2) Given the product [CH:12]1([C:4]2[C:5]3[N:6]([C:8]([NH2:11])=[N:9][N:10]=3)[N:7]=[C:2]([O:15][CH2:16][CH3:17])[CH:3]=2)[CH2:14][CH2:13]1, predict the reactants needed to synthesize it. The reactants are: Cl[C:2]1[CH:3]=[C:4]([CH:12]2[CH2:14][CH2:13]2)[C:5]2[N:6]([C:8]([NH2:11])=[N:9][N:10]=2)[N:7]=1.[O-:15][CH2:16][CH3:17].[Na+].O. (3) Given the product [Cl:1][C:2]1[CH:7]=[CH:6][C:5]([C:8]([N:14]2[C:22]3[C:17](=[C:18]([NH:23][S:24]([CH3:27])(=[O:26])=[O:25])[CH:19]=[CH:20][CH:21]=3)[CH:16]=[CH:15]2)([CH2:12][CH3:13])[C:9](=[N:29][OH:30])[CH3:10])=[CH:4][CH:3]=1, predict the reactants needed to synthesize it. The reactants are: [Cl:1][C:2]1[CH:7]=[CH:6][C:5]([C:8]([N:14]2[C:22]3[C:17](=[C:18]([NH:23][S:24]([CH3:27])(=[O:26])=[O:25])[CH:19]=[CH:20][CH:21]=3)[CH:16]=[CH:15]2)([CH2:12][CH3:13])[C:9](=O)[CH3:10])=[CH:4][CH:3]=1.Cl.[NH2:29][OH:30].C([O-])([O-])=O.[K+].[K+]. (4) Given the product [CH3:12][C:9]1[N:10]([CH3:11])[C:6]2[CH:5]=[C:4]([N:13]([CH3:17])[C:14](=[O:16])[CH3:15])[C:3]3[CH2:18][CH2:19][CH:20]([C:21]4[CH:26]=[CH:25][CH:24]=[CH:23][CH:22]=4)[O:1][C:2]=3[C:7]=2[N:8]=1, predict the reactants needed to synthesize it. The reactants are: [OH:1][C:2]1[C:7]2[N:8]=[C:9]([CH3:12])[N:10]([CH3:11])[C:6]=2[CH:5]=[C:4]([N:13]([CH3:17])[C:14](=[O:16])[CH3:15])[C:3]=1[CH2:18][CH2:19][CH:20](O)[C:21]1[CH:26]=[CH:25][CH:24]=[CH:23][CH:22]=1.[OH-].[Na+]. (5) The reactants are: [OH:1][C@H:2]([C:13]1[O:14][CH:15]=[CH:16][N:17]=1)[CH:3]([NH:5][C:6](=[O:12])[O:7][C:8]([CH3:11])([CH3:10])[CH3:9])[CH3:4].CC(OI1(OC(C)=O)(OC(C)=O)OC(=O)C2C=CC=CC1=2)=O. Given the product [O:14]1[CH:15]=[CH:16][N:17]=[C:13]1[C:2](=[O:1])[C@@H:3]([NH:5][C:6](=[O:12])[O:7][C:8]([CH3:10])([CH3:9])[CH3:11])[CH3:4], predict the reactants needed to synthesize it.